This data is from Full USPTO retrosynthesis dataset with 1.9M reactions from patents (1976-2016). The task is: Predict the reactants needed to synthesize the given product. Given the product [N:2]1[CH:3]=[C:8]([CH:9]2[CH2:14][CH2:15][CH2:16][N:10]2[CH3:11])[CH:7]=[CH:6][CH:12]=1, predict the reactants needed to synthesize it. The reactants are: C[N:2]1[C:12](=O)[CH2:11][N:10]=[C:9]([C:14]2[CH:15]=[CH:16]C=CC=2)[C:8]2[CH:7]=[C:6](Cl)C=C[C:3]1=2.CCN(CCN1C(=O)CN=C(C2C=CC=CC=2F)C2C=C(Cl)C=CC1=2)CC.C1C=CC(C2(N3CCCCC3)CCCCC2)=CC=1.CNCCC(OC1C=CC(C(F)(F)F)=CC=1)C1C=CC=CC=1.